Predict the product of the given reaction. From a dataset of Forward reaction prediction with 1.9M reactions from USPTO patents (1976-2016). (1) The product is: [CH3:34][C:33]1[CH:32]=[C:31]([N:35]2[C:39]([CH3:40])([CH3:41])[C:38](=[O:42])[NH:37][C:36]2=[O:43])[CH:30]=[C:29]([CH3:44])[C:28]=1/[CH:24]=[CH:23]/[S:20]([N:17]1[CH2:16][CH2:15][C:11]2([N:10]=[C:9]([C:5]3[CH:6]=[CH:7][CH:8]=[C:3]([C:2]([F:1])([F:25])[F:26])[CH:4]=3)[NH:13][C:12]2=[O:14])[CH2:19][CH2:18]1)(=[O:22])=[O:21]. Given the reactants [F:1][C:2]([F:26])([F:25])[C:3]1[CH:4]=[C:5]([C:9]2[NH:13][C:12](=[O:14])[C:11]3([CH2:19][CH2:18][N:17]([S:20]([CH:23]=[CH2:24])(=[O:22])=[O:21])[CH2:16][CH2:15]3)[N:10]=2)[CH:6]=[CH:7][CH:8]=1.Br[C:28]1[C:33]([CH3:34])=[CH:32][C:31]([N:35]2[C:39]([CH3:41])([CH3:40])[C:38](=[O:42])[NH:37][C:36]2=[O:43])=[CH:30][C:29]=1[CH3:44].F[B-](F)(F)F.[H+].C(P(C(C)(C)C)C(C)(C)C)(C)(C)C.CN(C1CCCCC1)C1CCCCC1, predict the reaction product. (2) Given the reactants [H-].[Na+].[CH3:3][N:4]([CH3:18])[NH:5][C:6]([C:8]1[CH:9]=[C:10]([CH:15]=[CH:16][CH:17]=1)[C:11]([O:13][CH3:14])=[O:12])=[O:7].[CH3:19][C:20]1[N:21]=[C:22]([CH2:25]Br)[S:23][CH:24]=1, predict the reaction product. The product is: [CH3:18][N:4]([CH3:3])[N:5]([CH2:25][C:22]1[S:23][CH:24]=[C:20]([CH3:19])[N:21]=1)[C:6]([C:8]1[CH:9]=[C:10]([CH:15]=[CH:16][CH:17]=1)[C:11]([O:13][CH3:14])=[O:12])=[O:7]. (3) Given the reactants [CH:1](=[C:8]1/[O:9][C:10]2[CH:17]=[C:16]([O:18][CH3:19])[CH:15]=[C:14]([O:20]C)[C:11]=2[C:12]/1=[O:13])/[C:2]1[CH:7]=[CH:6][CH:5]=[CH:4][CH:3]=1.B(Br)(Br)Br.O, predict the reaction product. The product is: [CH:1](=[C:8]1/[O:9][C:10]2[CH:17]=[C:16]([O:18][CH3:19])[CH:15]=[C:14]([OH:20])[C:11]=2[C:12]/1=[O:13])/[C:2]1[CH:3]=[CH:4][CH:5]=[CH:6][CH:7]=1.